The task is: Predict the reactants needed to synthesize the given product.. This data is from Full USPTO retrosynthesis dataset with 1.9M reactions from patents (1976-2016). (1) Given the product [C:37]1([C:30]2[O:31][C:32]([C:33]([F:34])([F:35])[F:36])=[C:28]([C:26]([NH:25][C:22]3[CH:21]=[CH:20][C:19]([CH:16]4[CH2:17][CH2:18][N:13]([C:11]([N:8]5[CH2:7][CH2:6][CH:5]([CH2:4][C:3]([OH:43])=[O:2])[CH2:10][CH2:9]5)=[O:12])[CH2:14][CH2:15]4)=[CH:24][CH:23]=3)=[O:27])[N:29]=2)[CH:42]=[CH:41][CH:40]=[CH:39][CH:38]=1, predict the reactants needed to synthesize it. The reactants are: C[O:2][C:3](=[O:43])[CH2:4][CH:5]1[CH2:10][CH2:9][N:8]([C:11]([N:13]2[CH2:18][CH2:17][CH:16]([C:19]3[CH:24]=[CH:23][C:22]([NH:25][C:26]([C:28]4[N:29]=[C:30]([C:37]5[CH:42]=[CH:41][CH:40]=[CH:39][CH:38]=5)[O:31][C:32]=4[C:33]([F:36])([F:35])[F:34])=[O:27])=[CH:21][CH:20]=3)[CH2:15][CH2:14]2)=[O:12])[CH2:7][CH2:6]1.[OH-].[Li+]. (2) Given the product [F:1][C:2]1[CH:3]=[C:4]([N+:9]([O-:11])=[O:10])[CH:5]=[CH:6][C:7]=1[N:22]1[CH2:23][CH2:24][CH2:25][S:19][CH2:20][CH2:21]1, predict the reactants needed to synthesize it. The reactants are: [F:1][C:2]1[CH:3]=[C:4]([N+:9]([O-:11])=[O:10])[CH:5]=[CH:6][C:7]=1F.C(N(CC)CC)C.[S:19]1[CH2:25][CH2:24][CH2:23][NH:22][CH2:21][CH2:20]1. (3) Given the product [O:9]1[C:13]2[CH:14]=[CH:15][C:16]([C:5](=[O:6])[CH3:7])=[CH:17][C:12]=2[CH2:11][CH2:10]1, predict the reactants needed to synthesize it. The reactants are: [Al+3].[Cl-].[Cl-].[Cl-].[C:5](Cl)([CH3:7])=[O:6].[O:9]1[C:13]2[CH:14]=[CH:15][CH:16]=[CH:17][C:12]=2[CH2:11][CH2:10]1. (4) Given the product [O:16]1[CH2:17][CH:18]=[C:19]([C:2]2[C:3]([O:8][C:9]3[CH:15]=[CH:14][C:12]([NH2:13])=[CH:11][CH:10]=3)=[N:4][CH:5]=[CH:6][N:7]=2)[CH2:20][CH2:21]1, predict the reactants needed to synthesize it. The reactants are: Cl[C:2]1[C:3]([O:8][C:9]2[CH:15]=[CH:14][C:12]([NH2:13])=[CH:11][CH:10]=2)=[N:4][CH:5]=[CH:6][N:7]=1.[O:16]1[CH2:21][CH:20]=[C:19](B2OC(C)(C)C(C)(C)O2)[CH2:18][CH2:17]1.C(=O)([O-])[O-].[Na+].[Na+].COCCOC.O. (5) The reactants are: [Br:1][C:2]1[CH:7]=[CH:6][N+:5]([O-])=[C:4]([C:9]([F:12])([F:11])[F:10])[CH:3]=1.C[Si]([C:17]#[N:18])(C)C.C(OC(C1C=C(Br)C=C(C(C)C)N=1)=O)C. Given the product [Br:1][C:2]1[CH:3]=[C:4]([C:9]([F:12])([F:11])[F:10])[N:5]=[C:6]([C:17]#[N:18])[CH:7]=1, predict the reactants needed to synthesize it. (6) Given the product [Cl:1][C:2]1[CH:8]=[C:7]([Cl:9])[C:6]([O:10][CH3:11])=[CH:5][C:3]=1[NH:4][C:15]1[C:20]([C:21]#[N:22])=[CH:19][N:18]=[C:17]2[CH:23]=[CH:24][S:25][C:16]=12, predict the reactants needed to synthesize it. The reactants are: [Cl:1][C:2]1[CH:8]=[C:7]([Cl:9])[C:6]([O:10][CH3:11])=[CH:5][C:3]=1[NH2:4].[H-].[Na+].Cl[C:15]1[C:20]([C:21]#[N:22])=[CH:19][N:18]=[C:17]2[CH:23]=[CH:24][S:25][C:16]=12. (7) Given the product [CH3:9][O:8][C:5]1[CH:6]=[CH:7][C:2]([N:15]([CH3:14])[CH2:16][CH:17]2[CH2:22][CH2:21][O:20][CH2:19][CH2:18]2)=[CH:3][C:4]=1[N+:10]([O-:12])=[O:11], predict the reactants needed to synthesize it. The reactants are: Br[C:2]1[CH:7]=[CH:6][C:5]([O:8][CH3:9])=[C:4]([N+:10]([O-:12])=[O:11])[CH:3]=1.Cl.[CH3:14][NH:15][CH2:16][CH:17]1[CH2:22][CH2:21][O:20][CH2:19][CH2:18]1.C1(P(C2CCCCC2)C2C=CC=CC=2C2C=CC=CC=2)CCCCC1.C(=O)([O-])[O-].[Cs+].[Cs+]. (8) Given the product [Cl:1][C:2]1[CH:7]=[CH:6][C:5]([C:8]2[NH:20][C:11]3=[N:12][CH:13]=[CH:14][C:15]([C:16]([OH:18])=[O:17])=[C:10]3[N:9]=2)=[CH:4][CH:3]=1, predict the reactants needed to synthesize it. The reactants are: [Cl:1][C:2]1[CH:7]=[CH:6][C:5]([C:8]2[NH:20][C:11]3=[N:12][CH:13]=[CH:14][C:15]([C:16]([O:18]C)=[O:17])=[C:10]3[N:9]=2)=[CH:4][CH:3]=1.O[Li].O. (9) The reactants are: [Si:1]([O:8][C@H:9]1[C@@H:13]([O:14][Si:15]([C:18]([CH3:21])([CH3:20])[CH3:19])([CH3:17])[CH3:16])[C@H:12]([N:22]2[CH:27]=[CH:26][C:25](=[O:28])[NH:24][C:23]2=[O:29])[O:11][CH:10]1[C@H:30]([OH:62])[C@@H:31]([C:55]([O:57][C:58]([CH3:61])([CH3:60])[CH3:59])=[O:56])[NH:32][CH2:33][CH2:34][CH2:35][NH:36][C:37](=[O:54])[C@H:38]([CH2:50][CH:51]([CH3:53])[CH3:52])[NH:39]C(=O)OCC1C=CC=CC=1)([C:4]([CH3:7])([CH3:6])[CH3:5])([CH3:3])[CH3:2]. Given the product [NH2:39][C@@H:38]([CH2:50][CH:51]([CH3:53])[CH3:52])[C:37]([NH:36][CH2:35][CH2:34][CH2:33][NH:32][C@@H:31]([C@H:30]([CH:10]1[C@@H:9]([O:8][Si:1]([C:4]([CH3:5])([CH3:6])[CH3:7])([CH3:3])[CH3:2])[C@@H:13]([O:14][Si:15]([C:18]([CH3:19])([CH3:20])[CH3:21])([CH3:17])[CH3:16])[C@H:12]([N:22]2[CH:27]=[CH:26][C:25](=[O:28])[NH:24][C:23]2=[O:29])[O:11]1)[OH:62])[C:55]([O:57][C:58]([CH3:59])([CH3:60])[CH3:61])=[O:56])=[O:54], predict the reactants needed to synthesize it. (10) Given the product [Cl:12][C:8]1[CH:9]=[C:10]2[C:5](=[CH:6][CH:7]=1)[N:4]=[C:3]([O:13][CH3:14])[C:2]([NH:1][C:16](=[O:17])[O:18][CH2:19][CH3:20])=[N:11]2, predict the reactants needed to synthesize it. The reactants are: [NH2:1][C:2]1[C:3]([O:13][CH3:14])=[N:4][C:5]2[C:10]([N:11]=1)=[CH:9][C:8]([Cl:12])=[CH:7][CH:6]=2.Cl[C:16]([O:18][CH2:19][CH3:20])=[O:17].N1C=CC=CC=1.